This data is from Full USPTO retrosynthesis dataset with 1.9M reactions from patents (1976-2016). The task is: Predict the reactants needed to synthesize the given product. (1) Given the product [O:6]1[CH2:11][CH2:10][N:9]([CH2:12][CH2:13][CH2:14][N:15]=[C:4]=[N:3][CH2:1][CH3:2])[CH2:8][CH2:7]1, predict the reactants needed to synthesize it. The reactants are: [CH2:1]([N:3]=[C:4]=O)[CH3:2].[O:6]1[CH2:11][CH2:10][N:9]([CH2:12][CH2:13][CH2:14][NH2:15])[CH2:8][CH2:7]1.C(N(CC)CC)C.C1(C)C=CC(S(Cl)(=O)=O)=CC=1.C([O-])([O-])=O.[Na+].[Na+]. (2) Given the product [F:1][C:2]1[CH:3]=[CH:4][C:5]([NH:8][C:9](=[O:29])[CH2:10][C:11]([NH:13][C:14]2[CH:19]=[CH:18][C:17]([O:20][C:21]3[CH:26]=[CH:25][N:24]=[C:23]([NH:27][C:37](=[O:39])[CH3:38])[CH:22]=3)=[CH:16][C:15]=2[F:28])=[O:12])=[CH:6][CH:7]=1, predict the reactants needed to synthesize it. The reactants are: [F:1][C:2]1[CH:7]=[CH:6][C:5]([NH:8][C:9](=[O:29])[CH2:10][C:11]([NH:13][C:14]2[CH:19]=[CH:18][C:17]([O:20][C:21]3[CH:26]=[CH:25][N:24]=[C:23]([NH2:27])[CH:22]=3)=[CH:16][C:15]=2[F:28])=[O:12])=[CH:4][CH:3]=1.C(N(CC)CC)C.[C:37](Cl)(=[O:39])[CH3:38].[OH-].[Na+]. (3) The reactants are: [OH:1][C:2]1[CH:3]=[C:4]([CH2:8][CH2:9][CH2:10][N:11]2[C:19](=[O:20])[C:18]3[C:13](=[CH:14][CH:15]=[CH:16][CH:17]=3)[C:12]2=[O:21])[CH:5]=[CH:6][CH:7]=1.[O:22]1[C:24]2([CH2:31][CH2:30][CH2:29][CH2:28][CH2:27][CH2:26][CH2:25]2)[CH2:23]1.C([O-])([O-])=O.[Cs+].[Cs+]. Given the product [OH:22][C:24]1([CH2:23][O:1][C:2]2[CH:3]=[C:4]([CH2:8][CH2:9][CH2:10][N:11]3[C:19](=[O:20])[C:18]4[C:13](=[CH:14][CH:15]=[CH:16][CH:17]=4)[C:12]3=[O:21])[CH:5]=[CH:6][CH:7]=2)[CH2:31][CH2:30][CH2:29][CH2:28][CH2:27][CH2:26][CH2:25]1, predict the reactants needed to synthesize it. (4) Given the product [CH2:1]([N:5]([CH2:18][CH2:19][CH2:20][CH3:21])[C:6]1[CH:11]=[CH:10][C:9]([CH:12]=[CH:13][CH:14]=[CH:29][C:28]2[C:27]([CH3:34])([C:30]([F:33])([F:31])[F:32])[O:26][C:25](=[C:35]([C:38]#[N:39])[C:36]#[N:37])[C:24]=2[C:22]#[N:23])=[C:8]([O:16][CH3:17])[CH:7]=1)[CH2:2][CH2:3][CH3:4], predict the reactants needed to synthesize it. The reactants are: [CH2:1]([N:5]([CH2:18][CH2:19][CH2:20][CH3:21])[C:6]1[CH:11]=[CH:10][C:9]([CH:12]=[CH:13][CH:14]=O)=[C:8]([O:16][CH3:17])[CH:7]=1)[CH2:2][CH2:3][CH3:4].[C:22]([C:24]1[C:25](=[C:35]([C:38]#[N:39])[C:36]#[N:37])[O:26][C:27]([CH3:34])([C:30]([F:33])([F:32])[F:31])[C:28]=1[CH3:29])#[N:23]. (5) Given the product [F:15][C:2]([F:1])([F:14])[CH2:3][C:4]1[S:5][CH:6]=[C:7]([C:9]([OH:11])=[O:10])[N:8]=1, predict the reactants needed to synthesize it. The reactants are: [F:1][C:2]([F:15])([F:14])[CH2:3][C:4]1[S:5][CH:6]=[C:7]([C:9]([O:11]CC)=[O:10])[N:8]=1. (6) Given the product [N+:34]([C:31]1[CH:32]=[CH:33][C:28]([O:1][C:2]2[CH:3]=[C:4]([CH:18]=[CH:19][CH:20]=2)[C:5]([NH:7][C:8]2[CH:9]=[CH:10][C:11]([C:14]([F:15])([F:16])[F:17])=[CH:12][CH:13]=2)=[O:6])=[CH:29][CH:30]=1)([O-:36])=[O:35], predict the reactants needed to synthesize it. The reactants are: [OH:1][C:2]1[CH:3]=[C:4]([CH:18]=[CH:19][CH:20]=1)[C:5]([NH:7][C:8]1[CH:13]=[CH:12][C:11]([C:14]([F:17])([F:16])[F:15])=[CH:10][CH:9]=1)=[O:6].C(=O)([O-])[O-].[K+].[K+].F[C:28]1[CH:33]=[CH:32][C:31]([N+:34]([O-:36])=[O:35])=[CH:30][CH:29]=1.O.